Dataset: Peptide-MHC class I binding affinity with 185,985 pairs from IEDB/IMGT. Task: Regression. Given a peptide amino acid sequence and an MHC pseudo amino acid sequence, predict their binding affinity value. This is MHC class I binding data. (1) The peptide sequence is AVSFRNLAY. The MHC is HLA-A24:03 with pseudo-sequence HLA-A24:03. The binding affinity (normalized) is 0.213. (2) The peptide sequence is RNWAHSSL. The MHC is HLA-A03:01 with pseudo-sequence HLA-A03:01. The binding affinity (normalized) is 0. (3) The peptide sequence is LFNTIATLY. The MHC is HLA-B58:01 with pseudo-sequence HLA-B58:01. The binding affinity (normalized) is 0.447. (4) The peptide sequence is ITPIGLAPT. The MHC is Mamu-A01 with pseudo-sequence Mamu-A01. The binding affinity (normalized) is 0.679. (5) The peptide sequence is RVLLLLLLGL. The MHC is HLA-A02:02 with pseudo-sequence HLA-A02:02. The binding affinity (normalized) is 0.271. (6) The peptide sequence is ATIGTAMYK. The MHC is HLA-A31:01 with pseudo-sequence HLA-A31:01. The binding affinity (normalized) is 0.277. (7) The peptide sequence is DSMGQGDAY. The MHC is HLA-B07:02 with pseudo-sequence HLA-B07:02. The binding affinity (normalized) is 0.236.